Dataset: Full USPTO retrosynthesis dataset with 1.9M reactions from patents (1976-2016). Task: Predict the reactants needed to synthesize the given product. (1) Given the product [Br:1][C:2]1[CH:7]=[CH:6][C:5]([Cl:8])=[CH:4][C:3]=1[C:9]1[CH:14]=[CH:13][N:12]([CH:15]([CH2:19][C:20]2[CH:21]=[N:22][CH:23]=[CH:24][CH:25]=2)[C:16]([NH:27][C:28]2[CH:29]=[CH:30][C:31]([C:32]([O:34][CH3:35])=[O:33])=[CH:36][CH:37]=2)=[O:18])[C:11](=[O:26])[CH:10]=1, predict the reactants needed to synthesize it. The reactants are: [Br:1][C:2]1[CH:7]=[CH:6][C:5]([Cl:8])=[CH:4][C:3]=1[C:9]1[CH:14]=[CH:13][N:12]([CH:15]([CH2:19][C:20]2[CH:21]=[N:22][CH:23]=[CH:24][CH:25]=2)[C:16]([OH:18])=O)[C:11](=[O:26])[CH:10]=1.[NH2:27][C:28]1[CH:37]=[CH:36][C:31]([C:32]([O:34][CH3:35])=[O:33])=[CH:30][CH:29]=1. (2) Given the product [Cl:8][C:6]1[CH:7]=[C:2]([NH:16][C:13]2[CH:14]=[CH:15][N:11]([CH3:10])[N:12]=2)[C:3](=[O:9])[NH:4][N:5]=1, predict the reactants needed to synthesize it. The reactants are: Br[C:2]1[C:3](=[O:9])[NH:4][N:5]=[C:6]([Cl:8])[CH:7]=1.[CH3:10][N:11]1[CH:15]=[CH:14][C:13]([NH2:16])=[N:12]1.C(P(C(C)(C)C)C1C=CC=CC=1C1C(C(C)C)=CC(C(C)C)=CC=1C(C)C)(C)(C)C.CC(C)([O-])C.[Na+].